This data is from Forward reaction prediction with 1.9M reactions from USPTO patents (1976-2016). The task is: Predict the product of the given reaction. (1) Given the reactants [CH3:1][C:2]1([OH:6])[CH2:5][CH2:4][CH2:3]1.N1C=CC=CC=1.[C:13](Cl)(=[O:24])[O:14][C:15]1[CH:20]=[CH:19][C:18]([N+:21]([O-:23])=[O:22])=[CH:17][CH:16]=1, predict the reaction product. The product is: [C:13](=[O:24])([O:14][C:15]1[CH:16]=[CH:17][C:18]([N+:21]([O-:23])=[O:22])=[CH:19][CH:20]=1)[O:6][C:2]1([CH3:1])[CH2:5][CH2:4][CH2:3]1. (2) Given the reactants [F:1][C:2]1[CH:7]=[CH:6][C:5]([F:8])=[CH:4][C:3]=1[C:9](=O)[CH:10]=[C:11]([C:22]1[CH:27]=[CH:26][CH:25]=[CH:24][CH:23]=1)[CH2:12][CH2:13][CH2:14][O:15]C1CCCCO1.O.[NH2:30][NH2:31].[C:32](Cl)(=[O:34])[CH3:33].O.C1(C)C=CC(S(O)(=O)=O)=CC=1, predict the reaction product. The product is: [C:32]([N:30]1[C:11]([CH2:12][CH2:13][CH2:14][OH:15])([C:22]2[CH:23]=[CH:24][CH:25]=[CH:26][CH:27]=2)[CH2:10][C:9]([C:3]2[CH:4]=[C:5]([F:8])[CH:6]=[CH:7][C:2]=2[F:1])=[N:31]1)(=[O:34])[CH3:33]. (3) Given the reactants [Cl:1][C:2]1[N:7]=[CH:6][C:5]([NH:8][CH3:9])=[C:4](I)[CH:3]=1.[F:11][C:12]1[CH:17]=[CH:16][C:15](B(O)O)=[C:14]([O:21][CH3:22])[CH:13]=1, predict the reaction product. The product is: [Cl:1][C:2]1[N:7]=[CH:6][C:5]([NH:8][CH3:9])=[C:4]([C:15]2[CH:16]=[CH:17][C:12]([F:11])=[CH:13][C:14]=2[O:21][CH3:22])[CH:3]=1.